Dataset: Forward reaction prediction with 1.9M reactions from USPTO patents (1976-2016). Task: Predict the product of the given reaction. (1) The product is: [CH3:1][C@H:2]1[C@@H:3]2[CH2:4][CH2:5][C:6]3[CH:7]=[N:8][CH:9]=[N:10][C:11]=3[C@@:12]2([C:20]2[CH:21]=[CH:22][CH:23]=[CH:24][CH:25]=2)[CH2:13][CH2:14][C:15]1=[O:16]. Given the reactants [CH3:1][C@@H:2]1[C:15]2(OCC[O:16]2)[CH2:14][CH2:13][C@@:12]2([C:20]3[CH:25]=[CH:24][CH:23]=[CH:22][CH:21]=3)[C@H:3]1[CH2:4][CH2:5][C:6]1[CH:7]=[N:8][CH:9]=[N:10][C:11]=12.Cl.C(=O)(O)[O-].[Na+], predict the reaction product. (2) The product is: [N+:1]([C:4]1[CH:11]=[C:10]([C:12]([F:13])([F:14])[F:15])[CH:9]=[CH:8][C:5]=1[C:6]([NH2:7])=[O:16])([O-:3])=[O:2]. Given the reactants [N+:1]([C:4]1[CH:11]=[C:10]([C:12]([F:15])([F:14])[F:13])[CH:9]=[CH:8][C:5]=1[C:6]#[N:7])([O-:3])=[O:2].[OH:16]S(O)(=O)=O, predict the reaction product. (3) Given the reactants Br[C:2]1[N:7]=[CH:6][C:5]([C@@H:8]2[CH2:10][C@H:9]2[NH:11][C:12](=[O:18])[O:13][C:14]([CH3:17])([CH3:16])[CH3:15])=[CH:4][CH:3]=1.C(=O)([O-])[O-].[K+].[K+].[F:25][C:26]([F:37])([F:36])[C:27]1[CH:28]=[C:29](B(O)O)[CH:30]=[CH:31][CH:32]=1, predict the reaction product. The product is: [F:25][C:26]([F:37])([F:36])[C:27]1[CH:32]=[C:31]([C:2]2[N:7]=[CH:6][C:5]([C@@H:8]3[CH2:10][C@H:9]3[NH:11][C:12](=[O:18])[O:13][C:14]([CH3:17])([CH3:16])[CH3:15])=[CH:4][CH:3]=2)[CH:30]=[CH:29][CH:28]=1. (4) Given the reactants [Br:1]Br.[CH3:3][O:4][C:5]1[CH:13]=[CH:12][C:8]([C:9]([OH:11])=[O:10])=[C:7]([CH3:14])[CH:6]=1, predict the reaction product. The product is: [Br:1][C:13]1[C:5]([O:4][CH3:3])=[CH:6][C:7]([CH3:14])=[C:8]([CH:12]=1)[C:9]([OH:11])=[O:10]. (5) Given the reactants [NH:1]([C:3]1[N:8]([CH2:9][CH:10]([CH3:12])[CH3:11])[C:7](=[O:13])[N:6]([CH3:14])[C:5](=[O:15])[CH:4]=1)[NH2:2].[Cl:16][C:17]1[CH:18]=[C:19]2[C:23](=[CH:24][CH:25]=1)[NH:22][CH:21]=[C:20]2[CH:26]=O.[C:28]([C:33]1[N:34]=[C:35]([CH:39]=O)[N:36]([CH3:38])[CH:37]=1)(=[O:32])[CH:29]([CH3:31])[CH3:30], predict the reaction product. The product is: [Cl:16][C:17]1[CH:18]=[C:19]2[C:23](=[CH:24][CH:25]=1)[NH:22][CH:21]=[C:20]2[CH2:26][N:2]1[C:39]([C:35]2[N:36]([CH3:38])[CH:37]=[C:33]([C:28](=[O:32])[CH:29]([CH3:31])[CH3:30])[N:34]=2)=[C:4]2[C:3]([N:8]([CH2:9][CH:10]([CH3:11])[CH3:12])[C:7](=[O:13])[N:6]([CH3:14])[C:5]2=[O:15])=[N:1]1. (6) Given the reactants Br[C:2]1[CH:7]=[CH:6][CH:5]=[CH:4][N:3]=1.CCCCCC.C([Li])CCC.[F:19][C:20]([F:35])([F:34])[CH2:21][O:22][C:23]1[CH:30]=[C:29]([N+:31]([O-:33])=[O:32])[CH:28]=[CH:27][C:24]=1[CH:25]=[O:26].O, predict the reaction product. The product is: [N+:31]([C:29]1[CH:28]=[CH:27][C:24]([CH:25]([C:2]2[CH:7]=[CH:6][CH:5]=[CH:4][N:3]=2)[OH:26])=[C:23]([O:22][CH2:21][C:20]([F:19])([F:34])[F:35])[CH:30]=1)([O-:33])=[O:32]. (7) Given the reactants [Br:1][C:2]1[CH:3]=[C:4]([CH3:25])[CH:5]=[C:6]2[C:11]=1[N:10]=[CH:9][N:8]([NH:12]C1C=C(C=CC=1SCC)C#N)[C:7]2=[O:24].[CH2:26]([S:28]([C:31]1[CH:38]=[CH:37][C:34]([C:35]#[N:36])=[CH:33][C:32]=1C)(=[O:30])=[O:29])[CH3:27], predict the reaction product. The product is: [Br:1][C:2]1[CH:3]=[C:4]([CH3:25])[CH:5]=[C:6]2[C:11]=1[N:10]=[CH:9][N:8]([NH:12][C:32]1[CH:33]=[C:34]([CH:37]=[CH:38][C:31]=1[S:28]([CH2:26][CH3:27])(=[O:29])=[O:30])[C:35]#[N:36])[C:7]2=[O:24]. (8) Given the reactants CO[C:3](=[O:32])[CH:4]([N:11]1[CH2:16][CH2:15][N:14]([C:17]2[CH:22]=[CH:21][C:20]([NH:23][C:24](=[O:30])[CH:25]([CH2:28][CH3:29])[CH2:26][CH3:27])=[CH:19][C:18]=2[F:31])[CH2:13][CH2:12]1)[C:5]1[CH:10]=[CH:9][CH:8]=[CH:7][CH:6]=1.C([O-])([O-])=O.[K+].[K+].O[NH:40][C:41](=[NH:48])[C:42]1[CH:47]=[CH:46][CH:45]=[CH:44][CH:43]=1, predict the reaction product. The product is: [CH2:26]([CH:25]([CH2:28][CH3:29])[C:24]([NH:23][C:20]1[CH:21]=[CH:22][C:17]([N:14]2[CH2:15][CH2:16][N:11]([CH:4]([C:5]3[CH:10]=[CH:9][CH:8]=[CH:7][CH:6]=3)[C:3]3[O:32][N:48]=[C:41]([C:42]4[CH:47]=[CH:46][CH:45]=[CH:44][CH:43]=4)[N:40]=3)[CH2:12][CH2:13]2)=[C:18]([F:31])[CH:19]=1)=[O:30])[CH3:27].